From a dataset of Full USPTO retrosynthesis dataset with 1.9M reactions from patents (1976-2016). Predict the reactants needed to synthesize the given product. (1) Given the product [N+:1]([C:4]1[CH:5]=[CH:6][C:7]([C:20]([OH:22])=[O:21])=[N:8][C:9]=1[NH:10][CH2:11][CH2:12][CH2:13][N:14]1[CH2:19][CH2:18][CH2:17][CH2:16][CH2:15]1)([O-:3])=[O:2], predict the reactants needed to synthesize it. The reactants are: [N+:1]([C:4]1[CH:5]=[CH:6][C:7]([C:20]([O:22]CC)=[O:21])=[N:8][C:9]=1[NH:10][CH2:11][CH2:12][CH2:13][N:14]1[CH2:19][CH2:18][CH2:17][CH2:16][CH2:15]1)([O-:3])=[O:2].O1CCCC1.[OH-].[Li+]. (2) Given the product [F:15][C:3]1[CH:4]=[C:5]2[C:9](=[CH:10][C:2]=1[NH:1][C:16](=[O:23])[C:17]1[CH:22]=[CH:21][N:20]=[CH:19][CH:18]=1)[N:8]([CH3:11])[C:7](=[O:12])[C:6]2([CH3:13])[CH3:14], predict the reactants needed to synthesize it. The reactants are: [NH2:1][C:2]1[CH:10]=[C:9]2[C:5]([C:6]([CH3:14])([CH3:13])[C:7](=[O:12])[N:8]2[CH3:11])=[CH:4][C:3]=1[F:15].[C:16](O)(=[O:23])[C:17]1[CH:22]=[CH:21][N:20]=[CH:19][CH:18]=1. (3) Given the product [N:25]1[C:26]2[C:21](=[CH:20][C:19]([NH:18][N:12]=[C:13]3[C:14]([NH2:15])=[N:36][N:35]=[C:16]3[NH2:17])=[CH:28][CH:27]=2)[CH:22]=[CH:23][CH:24]=1, predict the reactants needed to synthesize it. The reactants are: N1C2C(=CC(N[N:12]=[C:13]([C:16]#[N:17])[C:14]#[N:15])=CC=2)C=CC=1.[NH2:18][C:19]1[CH:20]=[C:21]2[C:26](=[CH:27][CH:28]=1)[N:25]=[CH:24][CH:23]=[CH:22]2.C(#N)CC#N.O.[NH2:35][NH2:36].